From a dataset of Forward reaction prediction with 1.9M reactions from USPTO patents (1976-2016). Predict the product of the given reaction. (1) Given the reactants [Cl-].[CH3:2][O:3][CH2:4][P+](C1C=CC=CC=1)(C1C=CC=CC=1)C1C=CC=CC=1.C([Li])CCC.[CH3:29][C:30]1[CH:37]=[CH:36][C:33]([CH:34]=O)=[CH:32][CH:31]=1.[Cl-].[Na+], predict the reaction product. The product is: [CH3:2][O:3][CH:4]=[CH:34][C:33]1[CH:36]=[CH:37][C:30]([CH3:29])=[CH:31][CH:32]=1. (2) The product is: [CH3:14][S:13][CH:11]([C:9]1[CH:10]=[CH:5][C:6]([C:15]([F:18])([F:17])[F:16])=[N:7][CH:8]=1)[CH3:12]. Given the reactants C(OC(=O)[C:5]1[CH:10]=[C:9]([CH:11]([S:13][CH3:14])[CH3:12])[CH:8]=[N:7][C:6]=1[C:15]([F:18])([F:17])[F:16])C.[OH-].[Li+].Cl, predict the reaction product. (3) Given the reactants Br[C:2]1[CH:3]=[N:4][C:5](Cl)=[N:6][CH:7]=1.[CH:9]1[C:17]2[C:16]3[CH:18]=[CH:19][CH:20]=[CH:21][C:15]=3[S:14][C:13]=2[C:12]([C:22]2[CH:23]=[C:24](B(O)O)[CH:25]=[CH:26][CH:27]=2)=[CH:11][CH:10]=1.C(=O)([O-])[O-].[Na+].[Na+].CN1[CH2:43][CH2:42][CH2:41]N(C)C1=O, predict the reaction product. The product is: [CH:9]1[C:17]2[C:16]3[CH:18]=[CH:19][CH:20]=[CH:21][C:15]=3[S:14][C:13]=2[C:12]([C:22]2[CH:23]=[C:24]([C:5]3[N:4]=[CH:3][C:2]([C:42]4[CH:43]=[CH:26][CH:27]=[C:22]([C:12]5[C:13]6[S:14][C:15]7[CH:21]=[CH:20][CH:19]=[CH:18][C:16]=7[C:17]=6[CH:9]=[CH:10][CH:11]=5)[CH:41]=4)=[CH:7][N:6]=3)[CH:25]=[CH:26][CH:27]=2)=[CH:11][CH:10]=1. (4) Given the reactants [CH:1]1([C:4]2[C:8]([CH:9]=[O:10])=[CH:7][N:6]([C:11]3[CH:16]=[CH:15][C:14]([O:17][CH3:18])=[CH:13][CH:12]=3)[N:5]=2)[CH2:3][CH2:2]1.[CH2:19]([Mg]Br)[CH:20]([CH3:22])[CH3:21], predict the reaction product. The product is: [CH:1]1([C:4]2[C:8]([CH:9]([OH:10])[CH2:19][CH:20]([CH3:22])[CH3:21])=[CH:7][N:6]([C:11]3[CH:12]=[CH:13][C:14]([O:17][CH3:18])=[CH:15][CH:16]=3)[N:5]=2)[CH2:2][CH2:3]1. (5) Given the reactants [CH2:1]([N:8]([CH2:20][C:21]1[CH:26]=[CH:25][CH:24]=[CH:23][CH:22]=1)[C@H:9]1[CH2:14][CH2:13][C@H:12]([O:15][CH2:16][CH2:17][CH2:18]O)[CH2:11][CH2:10]1)[C:2]1[CH:7]=[CH:6][CH:5]=[CH:4][CH:3]=1.S(Cl)(C1C=CC(C)=CC=1)(=O)=O.C(=O)([O-])[O-].[K+].[K+].[NH:44]1[CH2:48][CH2:47][CH2:46][CH2:45]1, predict the reaction product. The product is: [CH2:20]([N:8]([CH2:1][C:2]1[CH:7]=[CH:6][CH:5]=[CH:4][CH:3]=1)[C@H:9]1[CH2:10][CH2:11][C@H:12]([O:15][CH2:16][CH2:17][CH2:18][N:44]2[CH2:48][CH2:47][CH2:46][CH2:45]2)[CH2:13][CH2:14]1)[C:21]1[CH:26]=[CH:25][CH:24]=[CH:23][CH:22]=1. (6) Given the reactants FC(F)(F)C(O)=O.[NH:8]1[CH2:13][CH2:12][CH:11]([N:14]([CH2:39][C:40]2[CH:45]=[CH:44][C:43]([C:46]3[CH:51]=[CH:50][C:49]([C:52]([F:55])([F:54])[F:53])=[CH:48][CH:47]=3)=[CH:42][CH:41]=2)[C:15](=[O:38])[CH2:16][N:17]2[C:26]3[C:21](=[CH:22][CH:23]=[CH:24][CH:25]=3)[C:20](=[O:27])[CH:19]=[C:18]2[S:28][CH2:29][C:30]2[CH:35]=[CH:34][CH:33]=[C:32]([F:36])[C:31]=2[F:37])[CH2:10][CH2:9]1.Cl[CH2:57][CH2:58][CH:59]=[CH2:60].C(=O)([O-])[O-].[K+].[K+].[I-].[Na+], predict the reaction product. The product is: [CH2:60]([N:8]1[CH2:9][CH2:10][CH:11]([N:14]([CH2:39][C:40]2[CH:45]=[CH:44][C:43]([C:46]3[CH:47]=[CH:48][C:49]([C:52]([F:53])([F:54])[F:55])=[CH:50][CH:51]=3)=[CH:42][CH:41]=2)[C:15](=[O:38])[CH2:16][N:17]2[C:26]3[C:21](=[CH:22][CH:23]=[CH:24][CH:25]=3)[C:20](=[O:27])[CH:19]=[C:18]2[S:28][CH2:29][C:30]2[CH:35]=[CH:34][CH:33]=[C:32]([F:36])[C:31]=2[F:37])[CH2:12][CH2:13]1)[CH2:59][CH:58]=[CH2:57]. (7) Given the reactants [H-].[Na+].[CH3:3][C:4]1([CH3:11])[CH2:9][CH2:8][C:7](=[O:10])[CH2:6][CH2:5]1.Cl[CH2:13][C:14]([O:16]COC)=[CH2:15].S(=O)(=O)(O)O, predict the reaction product. The product is: [CH3:3][C:4]1([CH3:11])[CH2:9][CH2:8][C:7](=[O:10])[CH:6]([CH2:13][C:14](=[O:16])[CH3:15])[CH2:5]1. (8) Given the reactants [C:1]([O:5][C:6](=[O:34])[NH:7][C:8]1[CH:13]=[CH:12][C:11]([S:14][C:15]2[CH:20]=[CH:19][C:18]([C:21](=[O:30])[NH:22][C:23]3[CH:28]=[CH:27][C:26]([Br:29])=[CH:25][CH:24]=3)=[CH:17][C:16]=2[N+:31]([O-])=O)=[CH:10][CH:9]=1)([CH3:4])([CH3:3])[CH3:2].[Cl-].[NH4+], predict the reaction product. The product is: [C:1]([O:5][C:6](=[O:34])[NH:7][C:8]1[CH:9]=[CH:10][C:11]([S:14][C:15]2[CH:20]=[CH:19][C:18]([C:21](=[O:30])[NH:22][C:23]3[CH:28]=[CH:27][C:26]([Br:29])=[CH:25][CH:24]=3)=[CH:17][C:16]=2[NH2:31])=[CH:12][CH:13]=1)([CH3:4])([CH3:2])[CH3:3]. (9) Given the reactants [O:1]1[CH:5]=[CH:4][C:3](/[CH:6]=[C:7]2/[C:8](=[O:22])[CH:9]([C:13]3[C:18]([CH3:19])=[CH:17][C:16]([CH3:20])=[CH:15][C:14]=3[CH3:21])[C:10](=[O:12])[CH2:11]/2)=[CH:2]1, predict the reaction product. The product is: [O:1]1[CH:5]=[CH:4][C:3]([CH2:6][CH:7]2[CH2:11][C:10](=[O:12])[CH:9]([C:13]3[C:18]([CH3:19])=[CH:17][C:16]([CH3:20])=[CH:15][C:14]=3[CH3:21])[C:8]2=[O:22])=[CH:2]1.